Dataset: Forward reaction prediction with 1.9M reactions from USPTO patents (1976-2016). Task: Predict the product of the given reaction. Given the reactants [Cl:1][C:2]1[CH:3]=[C:4]([C:16]([NH:18][C@H:19]([C:21]2[CH:29]=[CH:28][C:24]([C:25]([OH:27])=O)=[CH:23][CH:22]=2)[CH3:20])=[O:17])[C:5]([O:8][C:9]2[CH:14]=[CH:13][C:12]([F:15])=[CH:11][CH:10]=2)=[N:6][CH:7]=1.[Cl:30][C:31]1[CH:36]=[CH:35][CH:34]=[CH:33][C:32]=1[S:37]([NH2:40])(=[O:39])=[O:38], predict the reaction product. The product is: [Cl:1][C:2]1[CH:7]=[N:6][C:5]([O:8][C:9]2[CH:10]=[CH:11][C:12]([F:15])=[CH:13][CH:14]=2)=[C:4]([CH:3]=1)[C:16]([NH:18][C@H:19]([C:21]1[CH:29]=[CH:28][C:24]([C:25]([NH:40][S:37]([C:32]2[CH:33]=[CH:34][CH:35]=[CH:36][C:31]=2[Cl:30])(=[O:39])=[O:38])=[O:27])=[CH:23][CH:22]=1)[CH3:20])=[O:17].